Dataset: Reaction yield outcomes from USPTO patents with 853,638 reactions. Task: Predict the reaction yield, written as a fraction of the theoretical maximum amount of product (1.0 means a 100% yield; for example, 0.34 means a 34% yield). The reactants are [CH3:1][C:2]1([CH3:21])[CH2:6][C:5]2([CH2:11][CH2:10][C:9](B3OC(C)(C)C(C)(C)O3)=[CH:8][CH2:7]2)[O:4][CH2:3]1.I[C:23]1[C:24]([CH:34]=[O:35])=[N:25][N:26]([CH:28]2[CH2:33][CH2:32][CH2:31][CH2:30][O:29]2)[CH:27]=1.[O-]P([O-])([O-])=O.[K+].[K+].[K+].COCCOC. The catalyst is C1C=CC(P(C2C=CC=CC=2)[C-]2C=CC=C2)=CC=1.C1C=CC(P(C2C=CC=CC=2)[C-]2C=CC=C2)=CC=1.Cl[Pd]Cl.[Fe+2].O. The product is [CH3:21][C:2]1([CH3:1])[CH2:6][C:5]2([CH2:11][CH2:10][C:9]([C:23]3[C:24]([CH:34]=[O:35])=[N:25][N:26]([CH:28]4[CH2:33][CH2:32][CH2:31][CH2:30][O:29]4)[CH:27]=3)=[CH:8][CH2:7]2)[O:4][CH2:3]1. The yield is 0.460.